From a dataset of Catalyst prediction with 721,799 reactions and 888 catalyst types from USPTO. Predict which catalyst facilitates the given reaction. (1) Reactant: [CH:1]1(/[C:5](/[C:29]2[CH:34]=[CH:33][CH:32]=[CH:31][CH:30]=2)=[C:6](/[C:17]2[CH:22]=[CH:21][C:20](/[CH:23]=[CH:24]/[C:25](=[N:27]/[OH:28])/[NH2:26])=[CH:19][CH:18]=2)\[C:7]2[CH:8]=[C:9]3[C:13](=[CH:14][CH:15]=2)[NH:12][N:11]=[C:10]3[F:16])[CH2:4][CH2:3][CH2:2]1.[CH:35](O)=O.CCCP(=O)=O. Product: [CH:1]1(/[C:5](/[C:29]2[CH:34]=[CH:33][CH:32]=[CH:31][CH:30]=2)=[C:6](/[C:17]2[CH:22]=[CH:21][C:20](/[CH:23]=[CH:24]/[C:25]3[N:26]=[CH:35][O:28][N:27]=3)=[CH:19][CH:18]=2)\[C:7]2[CH:8]=[C:9]3[C:13](=[CH:14][CH:15]=2)[NH:12][N:11]=[C:10]3[F:16])[CH2:4][CH2:3][CH2:2]1. The catalyst class is: 13. (2) Reactant: [CH2:1]([C:3]1[NH:7][N:6]=[C:5]([C:8]([F:11])([F:10])[F:9])[CH:4]=1)[CH3:2].C1C(=O)N([Cl:19])C(=O)C1. Product: [Cl:19][C:4]1[C:5]([C:8]([F:10])([F:11])[F:9])=[N:6][NH:7][C:3]=1[CH2:1][CH3:2]. The catalyst class is: 23. (3) Reactant: [O:1]=[C:2]1[C:6]2([CH2:11][CH2:10][NH:9][CH2:8][CH2:7]2)[N:5]([C:12]2[CH:17]=[CH:16][CH:15]=[CH:14][CH:13]=2)[CH2:4][N:3]1[CH2:18][C:19]1[CH:31]=[CH:30][CH:29]=[CH:28][C:20]=1[C:21]([O:23][C:24]([CH3:27])([CH3:26])[CH3:25])=[O:22].[I-].[Na+].C(=O)([O-])[O-].[K+].[K+].Cl[CH2:41][CH2:42][CH2:43][N:44]1[C:52]2[C:47](=[CH:48][CH:49]=[CH:50][CH:51]=2)[C:46]([CH3:54])([CH3:53])[C:45]1=[O:55]. Product: [CH3:54][C:46]1([CH3:53])[C:47]2[C:52](=[CH:51][CH:50]=[CH:49][CH:48]=2)[N:44]([CH2:43][CH2:42][CH2:41][N:9]2[CH2:8][CH2:7][C:6]3([N:5]([C:12]4[CH:13]=[CH:14][CH:15]=[CH:16][CH:17]=4)[CH2:4][N:3]([CH2:18][C:19]4[CH:31]=[CH:30][CH:29]=[CH:28][C:20]=4[C:21]([O:23][C:24]([CH3:27])([CH3:25])[CH3:26])=[O:22])[C:2]3=[O:1])[CH2:11][CH2:10]2)[C:45]1=[O:55]. The catalyst class is: 131. (4) Reactant: [CH2:1]([O:8][C:9]([NH:11][C@H:12]1[CH2:17][CH2:16][C@@H:15]([NH:18][C:19](=[O:25])[O:20][C:21]([CH3:24])([CH3:23])[CH3:22])[CH2:14][C@H:13]1[C:26](=[S:28])[NH2:27])=[O:10])[C:2]1[CH:7]=[CH:6][CH:5]=[CH:4][CH:3]=1.Cl[CH2:30][C:31](=O)[CH2:32][CH3:33]. Product: [CH2:1]([O:8][C:9]([NH:11][C@H:12]1[CH2:17][CH2:16][C@@H:15]([NH:18][C:19](=[O:25])[O:20][C:21]([CH3:24])([CH3:23])[CH3:22])[CH2:14][C@H:13]1[C:26]1[S:28][CH:30]=[C:31]([CH2:32][CH3:33])[N:27]=1)=[O:10])[C:2]1[CH:3]=[CH:4][CH:5]=[CH:6][CH:7]=1. The catalyst class is: 48. (5) The catalyst class is: 70. Reactant: [Cl:1][C:2]1[CH:21]=[CH:20][CH:19]=[C:18]([C:22]([F:25])([F:24])[F:23])[C:3]=1[C:4]([N:6]1[C:14]2[CH:13]=[CH:12][CH:11]=[C:10]([CH:15]=[O:16])[C:9]=2[C:8](I)=[N:7]1)=[O:5].[CH3:26][O:27][C:28]([C:30]1[CH:35]=[CH:34][C:33](B(O)O)=[CH:32][CH:31]=1)=[O:29].C([O-])([O-])=O.[K+].[K+]. Product: [Cl:1][C:2]1[CH:21]=[CH:20][CH:19]=[C:18]([C:22]([F:25])([F:24])[F:23])[C:3]=1[C:4]([N:6]1[C:14]2[C:9](=[C:10]([CH:15]=[O:16])[CH:11]=[CH:12][CH:13]=2)[C:8]([C:33]2[CH:34]=[CH:35][C:30]([C:28]([O:27][CH3:26])=[O:29])=[CH:31][CH:32]=2)=[N:7]1)=[O:5]. (6) Reactant: [F:1][C:2]1[C:28]([F:29])=[CH:27][C:5]([C:6]([N:8]2[CH2:13][CH2:12][CH2:11][C@@H:10]([CH3:14])[C@H:9]2[CH2:15][N:16]2[C:24](=[O:25])[C:23]3[C:18](=[CH:19][CH:20]=[CH:21][CH:22]=3)[C:17]2=[O:26])=[O:7])=[C:4](I)[CH:3]=1.C([Sn](CCCC)(CCCC)[C:36]1[N:41]=[CH:40][CH:39]=[CH:38][N:37]=1)CCC.[F-].[Cs+]. Product: [F:1][C:2]1[C:28]([F:29])=[CH:27][C:5]([C:6]([N:8]2[CH2:13][CH2:12][CH2:11][C@@H:10]([CH3:14])[C@H:9]2[CH2:15][N:16]2[C:24](=[O:25])[C:23]3[C:18](=[CH:19][CH:20]=[CH:21][CH:22]=3)[C:17]2=[O:26])=[O:7])=[C:4]([C:36]2[N:41]=[CH:40][CH:39]=[CH:38][N:37]=2)[CH:3]=1. The catalyst class is: 555. (7) Reactant: [F:1][C:2]([F:22])([F:21])[C:3]1[C:4]([N:11]2[CH2:16][CH2:15][CH:14]([C:17]([F:20])([F:19])[F:18])[CH2:13][CH2:12]2)=[CH:5][C:6]([C:9]#[N:10])=[N:7][CH:8]=1.[ClH:23]. Product: [ClH:23].[F:22][C:2]([F:1])([F:21])[C:3]1[C:4]([N:11]2[CH2:16][CH2:15][CH:14]([C:17]([F:19])([F:20])[F:18])[CH2:13][CH2:12]2)=[CH:5][C:6]([CH2:9][NH2:10])=[N:7][CH:8]=1. The catalyst class is: 43. (8) Reactant: C[O-].[Na+].[C:4]([O:14]C)(=O)[CH2:5][S:6][CH2:7][CH2:8][C:9]([O:11][CH3:12])=[O:10].Cl. Product: [CH3:12][O:11][C:9]([CH:8]1[C:4](=[O:14])[CH2:5][S:6][CH2:7]1)=[O:10]. The catalyst class is: 1. (9) Reactant: [OH:1][C:2]1[CH:9]=[CH:8][C:7]([I:10])=[CH:6][C:3]=1[CH:4]=[O:5].[H-].[Na+].[CH2:13](Br)[C:14]1[CH:19]=[CH:18][CH:17]=[CH:16][CH:15]=1.O. Product: [CH2:13]([O:1][C:2]1[CH:9]=[CH:8][C:7]([I:10])=[CH:6][C:3]=1[CH:4]=[O:5])[C:14]1[CH:19]=[CH:18][CH:17]=[CH:16][CH:15]=1. The catalyst class is: 1.